Dataset: Full USPTO retrosynthesis dataset with 1.9M reactions from patents (1976-2016). Task: Predict the reactants needed to synthesize the given product. (1) Given the product [F:1][CH2:2][CH:3]([NH:12][C:13](=[O:19])[O:14][C:15]([CH3:17])([CH3:16])[CH3:18])[C:4]1[CH:5]=[CH:6][C:7]([CH:10]=[O:11])=[CH:8][CH:9]=1, predict the reactants needed to synthesize it. The reactants are: [F:1][CH2:2][CH:3]([NH:12][C:13](=[O:19])[O:14][C:15]([CH3:18])([CH3:17])[CH3:16])[C:4]1[CH:9]=[CH:8][C:7]([CH2:10][OH:11])=[CH:6][CH:5]=1. (2) Given the product [CH3:1][C:2]1[O:3][C:4]2[C:13]3[C@H:12]([CH2:14][CH2:15][NH:16][C:17](=[O:20])[CH2:18][CH3:19])[CH2:11][CH2:10][C:9]=3[CH:8]=[CH:7][C:5]=2[N:6]=1, predict the reactants needed to synthesize it. The reactants are: [CH3:1][C:2]1[O:3][C:4]2[C:13]3[CH:12]([CH2:14][CH2:15][NH:16][C:17](=[O:20])[CH2:18][CH3:19])[CH2:11][CH2:10][C:9]=3[CH:8]=[CH:7][C:5]=2[N:6]=1.CCCCCC.C(O)C.C(NCC)C. (3) The reactants are: [ClH:1].[N:2]12[CH2:11][CH:6]3[CH2:7][CH:8]([CH2:10][CH:4]([C@H:5]3[NH2:12])[CH2:3]1)[CH2:9]2.[S:13]1[C:17]2[S:18][CH:19]=[CH:20][C:16]=2[CH:15]=[C:14]1[C:21](O)=[O:22].N. Given the product [ClH:1].[N:2]12[CH2:11][CH:6]3[CH2:7][CH:8]([CH2:10][CH:4]([C@H:5]3[NH:12][C:21]([C:14]3[S:13][C:17]4[S:18][CH:19]=[CH:20][C:16]=4[CH:15]=3)=[O:22])[CH2:3]1)[CH2:9]2, predict the reactants needed to synthesize it. (4) Given the product [NH2:1][C:2]1[N:10]=[C:9]([O:11][CH:12]([CH3:14])[CH3:13])[CH:8]=[C:7]([O:15][CH:16]([CH3:18])[CH3:17])[C:3]=1[C:4]([NH2:21])=[O:5], predict the reactants needed to synthesize it. The reactants are: [NH2:1][C:2]1[N:10]=[C:9]([O:11][CH:12]([CH3:14])[CH3:13])[CH:8]=[C:7]([O:15][CH:16]([CH3:18])[CH3:17])[C:3]=1[C:4](O)=[O:5].CC[N:21]=C=NCCCN(C)C.Cl.C1C=CC2N(O)N=NC=2C=1.CN1CCOCC1.N.